This data is from Forward reaction prediction with 1.9M reactions from USPTO patents (1976-2016). The task is: Predict the product of the given reaction. Given the reactants [CH3:1][C:2]1[C:6]([CH2:7][S:8][CH2:9][C:10]([OH:12])=O)=[C:5]([CH3:13])[O:4][N:3]=1.[Cl:14][C:15]1[CH:16]=[CH:17][C:18]([CH3:27])=[C:19]([N:21]2[CH2:26][CH2:25][NH:24][CH2:23][CH2:22]2)[CH:20]=1.C(N(CC)CC)C.C(P1(=O)OP(CCC)(=O)OP(CCC)(=O)O1)CC, predict the reaction product. The product is: [Cl:14][C:15]1[CH:16]=[CH:17][C:18]([CH3:27])=[C:19]([N:21]2[CH2:22][CH2:23][N:24]([C:10](=[O:12])[CH2:9][S:8][CH2:7][C:6]3[C:2]([CH3:1])=[N:3][O:4][C:5]=3[CH3:13])[CH2:25][CH2:26]2)[CH:20]=1.